Dataset: Reaction yield outcomes from USPTO patents with 853,638 reactions. Task: Predict the reaction yield, written as a fraction of the theoretical maximum amount of product (1.0 means a 100% yield; for example, 0.34 means a 34% yield). (1) The reactants are Br[C:2]1[CH:3]=[C:4]([C:9]2([C:20]3[CH:21]=[N:22][CH:23]=[N:24][CH:25]=3)[C:17]3[C:12](=[C:13]([F:18])[CH:14]=[CH:15][CH:16]=3)[C:11]([NH2:19])=[N:10]2)[CH:5]=[CH:6][C:7]=1[F:8].[F:26][C:27]1[C:32]([O:33][CH3:34])=[CH:31][CH:30]=[CH:29][C:28]=1B(O)O. No catalyst specified. The product is [F:26][C:27]1[C:32]([O:33][CH3:34])=[CH:31][CH:30]=[CH:29][C:28]=1[C:2]1[C:7]([F:8])=[CH:6][CH:5]=[C:4]([C:9]2([C:20]3[CH:21]=[N:22][CH:23]=[N:24][CH:25]=3)[C:17]3[C:12](=[C:13]([F:18])[CH:14]=[CH:15][CH:16]=3)[C:11]([NH2:19])=[N:10]2)[CH:3]=1. The yield is 0.180. (2) The reactants are [Br:1]N1C(=O)CCC1=O.[NH2:9][C:10]1[S:11][CH:12]=[C:13]([C:15]([CH3:18])([CH3:17])[CH3:16])[N:14]=1.CCCCCC. The catalyst is C(Cl)(Cl)(Cl)Cl. The product is [NH2:9][C:10]1[S:11][C:12]([Br:1])=[C:13]([C:15]([CH3:18])([CH3:17])[CH3:16])[N:14]=1. The yield is 0.937. (3) The reactants are [OH:1][Li].O.OO.C([C@H]1COC(=O)N1C(=O)[C@@H:20]([C:33]1[CH:38]=[CH:37][C:36]([Cl:39])=[CH:35][CH:34]=1)[CH2:21][N:22]([CH:30]([CH3:32])[CH3:31])[C:23](=[O:29])[O:24][C:25]([CH3:28])([CH3:27])[CH3:26])C1C=CC=CC=1.[O-]S([O-])=O.[Na+].[Na+].C1[CH2:51][O:50]CC1. The catalyst is O. The product is [C:25]([O:24][C:23]([N:22]([CH:30]([CH3:31])[CH3:32])[CH2:21][C@H:20]([C:33]1[CH:38]=[CH:37][C:36]([Cl:39])=[CH:35][CH:34]=1)[C:51]([OH:50])=[O:1])=[O:29])([CH3:27])([CH3:28])[CH3:26]. The yield is 1.00. (4) The reactants are [Si:1]([O:8][CH:9]1[CH2:13][CH2:12][N:11]([C:14]2[CH:22]=[C:21]3[C:17]([C:18]4[C:26]([C:27]5[C:28]([CH3:44])=[C:29]([NH:33]C(=O)OCC6C=CC=CC=6)[CH:30]=[CH:31][CH:32]=5)=[CH:25][N:24]=[C:23]([C:45](=[O:47])[NH2:46])[C:19]=4[NH:20]3)=[CH:16][CH:15]=2)[CH2:10]1)([C:4]([CH3:7])([CH3:6])[CH3:5])([CH3:3])[CH3:2]. The catalyst is CO.O1CCCC1.[Pd]. The product is [NH2:33][C:29]1[C:28]([CH3:44])=[C:27]([C:26]2[C:18]3[C:17]4[C:21](=[CH:22][C:14]([N:11]5[CH2:12][CH2:13][CH:9]([O:8][Si:1]([C:4]([CH3:6])([CH3:7])[CH3:5])([CH3:2])[CH3:3])[CH2:10]5)=[CH:15][CH:16]=4)[NH:20][C:19]=3[C:23]([C:45]([NH2:46])=[O:47])=[N:24][CH:25]=2)[CH:32]=[CH:31][CH:30]=1. The yield is 0.850. (5) The reactants are [C:1]([C:5]1[CH:38]=[CH:37][C:8]([CH2:9][N:10]2[C:18]3[C:13](=[CH:14][C:15]([C:19]4[CH:24]=[CH:23][C:22]([O:25][C:26]([F:29])([F:28])[F:27])=[CH:21][CH:20]=4)=[CH:16][CH:17]=3)[C:12]([C:30](=[O:36])[C:31]([O:33]CC)=[O:32])=[CH:11]2)=[CH:7][CH:6]=1)([CH3:4])([CH3:3])[CH3:2].[OH-].[K+].CCCCCC. The catalyst is C1COCC1.O. The product is [C:1]([C:5]1[CH:6]=[CH:7][C:8]([CH2:9][N:10]2[C:18]3[C:13](=[CH:14][C:15]([C:19]4[CH:24]=[CH:23][C:22]([O:25][C:26]([F:27])([F:28])[F:29])=[CH:21][CH:20]=4)=[CH:16][CH:17]=3)[C:12]([C:30](=[O:36])[C:31]([OH:33])=[O:32])=[CH:11]2)=[CH:37][CH:38]=1)([CH3:4])([CH3:2])[CH3:3]. The yield is 0.690.